This data is from Full USPTO retrosynthesis dataset with 1.9M reactions from patents (1976-2016). The task is: Predict the reactants needed to synthesize the given product. (1) Given the product [OH:12][C@H:11]([C:13]1[CH:14]=[C:15]2[C:19](=[CH:20][CH:21]=1)[C:18](=[O:22])[O:17][CH2:16]2)[CH2:10][N:8]1[CH2:7][CH:4]2[CH:3]([N:2]([S:32]([C:29]3[CH:28]=[CH:27][C:26]([C:24]#[N:25])=[CH:31][CH:30]=3)(=[O:34])=[O:33])[CH2:6][CH2:5]2)[CH2:9]1, predict the reactants needed to synthesize it. The reactants are: Cl.[NH:2]1[CH2:6][CH2:5][CH:4]2[CH2:7][N:8]([CH2:10][C@@H:11]([C:13]3[C:14](C)=[C:15]4[C:19](=[CH:20][CH:21]=3)[C:18](=[O:22])[O:17][CH2:16]4)[OH:12])[CH2:9][CH:3]12.[C:24]([C:26]1[CH:31]=[CH:30][C:29]([S:32](Cl)(=[O:34])=[O:33])=[CH:28][CH:27]=1)#[N:25]. (2) Given the product [ClH:1].[O:2]=[C:3]1[CH2:7][CH2:6][N:5]([C@H:8]2[CH2:13][CH2:12][CH2:11][CH2:10][C@@H:9]2[O:14][CH2:15][CH2:16][CH2:17][CH:18]2[CH2:23][CH2:22][CH2:21][CH2:20][CH2:19]2)[CH2:4]1, predict the reactants needed to synthesize it. The reactants are: [ClH:1].[O:2]=[C:3]1[CH2:7][CH2:6][N:5]([C@@H:8]2[CH2:13][CH2:12][CH2:11][CH2:10][C@@H:9]2[O:14][CH2:15][CH2:16][CH2:17][CH:18]2[CH2:23][CH2:22][CH2:21][CH2:20][CH2:19]2)[CH2:4]1.O1C2(CCN([C@H]3CCCC[C@@H]3OCCCC3CCCCC3)C2)OCC1.CC(=O)CC.